This data is from Forward reaction prediction with 1.9M reactions from USPTO patents (1976-2016). The task is: Predict the product of the given reaction. (1) Given the reactants [CH:1]1[C:2]([CH2:10][C@@H:11]([NH2:28])[CH2:12][C:13]([N:15]2[CH2:27][C:19]3=[N:20][N:21]=[C:22]([C:23]([F:26])([F:25])[F:24])[N:18]3[CH2:17][CH2:16]2)=[O:14])=[C:3]([F:9])[CH:4]=[C:5]([F:8])[C:6]=1[F:7].[C:29]([OH:44])(=[O:43])[CH2:30][CH2:31][CH2:32][CH2:33][CH2:34][CH2:35][CH2:36][CH2:37][CH2:38][CH2:39][CH2:40][CH2:41][CH3:42], predict the reaction product. The product is: [CH:1]1[C:2]([CH2:10][C@@H:11]([NH2:28])[CH2:12][C:13]([N:15]2[CH2:27][C:19]3=[N:20][N:21]=[C:22]([C:23]([F:26])([F:25])[F:24])[N:18]3[CH2:17][CH2:16]2)=[O:14])=[C:3]([F:9])[CH:4]=[C:5]([F:8])[C:6]=1[F:7].[C:29]([O-:44])(=[O:43])[CH2:30][CH2:31][CH2:32][CH2:33][CH2:34][CH2:35][CH2:36][CH2:37][CH2:38][CH2:39][CH2:40][CH2:41][CH3:42]. (2) Given the reactants [OH:1][C:2]1[CH:9]=[C:8]([OH:10])[CH:7]=[CH:6][C:3]=1[CH:4]=[O:5].[CH3:11]CN(C(C)C)C(C)C.[CH3:20][O:21][CH2:22]Cl.O.CN([CH:28]=[O:29])C, predict the reaction product. The product is: [CH3:20][O:21][CH2:22][O:1][C:2]1[CH:9]=[C:8]([O:10][CH2:11][O:29][CH3:28])[CH:7]=[CH:6][C:3]=1[CH:4]=[O:5]. (3) Given the reactants [CH2:1]1[C:3]2([CH2:12][CH2:11][C:6]3(OCC[O:7]3)[CH2:5][CH2:4]2)[CH2:2]1.[OH-].[Na+].C([O-])(O)=O.[Na+], predict the reaction product. The product is: [CH2:2]1[C:3]2([CH2:12][CH2:11][C:6](=[O:7])[CH2:5][CH2:4]2)[CH2:1]1. (4) Given the reactants C(O)C[CH2:3][CH2:4][OH:5].C(C(CO)(CO)CC)O.C(C(CO)(C)C(O)=O)O.CC1(C)CC(C[N:34]=[C:35]=[O:36])(C)CC(N=C=O)C1, predict the reaction product. The product is: [N-:34]=[C:35]=[O:36].[NH2:34][C:35]([O:5][CH2:4][CH3:3])=[O:36].